The task is: Predict the reactants needed to synthesize the given product.. This data is from Full USPTO retrosynthesis dataset with 1.9M reactions from patents (1976-2016). (1) Given the product [C:5]([O:8][C@H:9]1[C@H:22]([OH:23])[C@@H:21]([CH2:24][O:25][C:1](=[O:3])[CH3:2])[O:20][C@@H:11]([O:12][Si:13]([C:16]([CH3:19])([CH3:18])[CH3:17])([CH3:14])[CH3:15])[C@@H:10]1[N:26]=[N+:27]=[N-:28])(=[O:7])[CH3:6], predict the reactants needed to synthesize it. The reactants are: [C:1](Cl)(=[O:3])[CH3:2].[C:5]([O:8][C@H:9]1[C@H:22]([OH:23])[C@@H:21]([CH2:24][OH:25])[O:20][C@@H:11]([O:12][Si:13]([C:16]([CH3:19])([CH3:18])[CH3:17])([CH3:15])[CH3:14])[C@@H:10]1[N:26]=[N+:27]=[N-:28])(=[O:7])[CH3:6].O.CCOC(C)=O. (2) Given the product [O:26]1[C:31]2[CH:32]=[CH:33][C:34]([N:36]3[C:5]([C:7]4[C:12](=[O:13])[CH:11]=[CH:10][N:9]([C:14]5[CH:19]=[CH:18][CH:17]=[C:16]([O:20][C:21]([F:24])([F:23])[F:22])[CH:15]=5)[N:8]=4)=[CH:4][CH:3]=[N:2]3)=[CH:35][C:30]=2[O:29][CH2:28][CH2:27]1, predict the reactants needed to synthesize it. The reactants are: C[N:2](C)/[CH:3]=[CH:4]/[C:5]([C:7]1[C:12](=[O:13])[CH:11]=[CH:10][N:9]([C:14]2[CH:19]=[CH:18][CH:17]=[C:16]([O:20][C:21]([F:24])([F:23])[F:22])[CH:15]=2)[N:8]=1)=O.[O:26]1[C:31]2[CH:32]=[CH:33][C:34]([NH:36]N)=[CH:35][C:30]=2[O:29][CH2:28][CH2:27]1. (3) Given the product [NH2:55][C:51]1[C:50]([C:46]2[N:47]([CH2:48][CH3:49])[C:41]3[CH:40]=[C:39]([O:38][C:34]4[CH:33]=[C:32]([NH:31][C:1]([C:2]5[CH:3]=[N:4][CH:5]=[CH:6][CH:7]=5)=[O:9])[CH:37]=[CH:36][CH:35]=4)[N:44]=[CH:43][C:42]=3[N:45]=2)=[N:54][O:53][N:52]=1, predict the reactants needed to synthesize it. The reactants are: [C:1]([OH:9])(=O)[C:2]1[CH:7]=[CH:6][CH:5]=[N:4][CH:3]=1.CCN=C=NCCCN(C)C.C1C=CC2N(O)N=NC=2C=1.[NH2:31][C:32]1[CH:33]=[C:34]([O:38][C:39]2[N:44]=[CH:43][C:42]3[N:45]=[C:46]([C:50]4[C:51]([NH2:55])=[N:52][O:53][N:54]=4)[N:47]([CH2:48][CH3:49])[C:41]=3[CH:40]=2)[CH:35]=[CH:36][CH:37]=1. (4) Given the product [CH3:1][N:2]1[C@@H:19]2[CH2:20][C:7]3[CH:8]=[CH:9][C:10]([O:22][CH3:23])=[C:11]4[O:12][C@H:13]5[C:14]([CH2:16][CH2:17][C@:18]2([OH:21])[C@:5]5([C:6]=34)[CH2:4][CH2:3]1)=[O:15].[ClH:24], predict the reactants needed to synthesize it. The reactants are: [CH3:1][N:2]1[C@@H:19]2[CH2:20][C:7]3[CH:8]=[CH:9][C:10]([O:22][CH3:23])=[C:11]4[O:12][C@H:13]5[C:14]([CH2:16][CH2:17][C@:18]2([OH:21])[C@:5]5([C:6]=34)[CH2:4][CH2:3]1)=[O:15].[ClH:24].C(O)C. (5) Given the product [Cl:28][C:19]1[CH:18]=[CH:17][C:16]([CH2:15][N:8]2[C:9]3[CH:14]=[CH:13][CH:12]=[CH:11][C:10]=3[N:6]([CH2:5][CH2:4][C:3]([OH:30])=[O:2])[C:7]2=[O:29])=[C:24]2[C:20]=1[C:21]([CH3:27])=[C:22]([CH3:26])[N:23]2[CH3:25], predict the reactants needed to synthesize it. The reactants are: C[O:2][C:3](=[O:30])[CH2:4][CH2:5][N:6]1[C:10]2[CH:11]=[CH:12][CH:13]=[CH:14][C:9]=2[N:8]([CH2:15][C:16]2[CH:17]=[CH:18][C:19]([Cl:28])=[C:20]3[C:24]=2[N:23]([CH3:25])[C:22]([CH3:26])=[C:21]3[CH3:27])[C:7]1=[O:29].O.[OH-].[Li+]. (6) Given the product [Cl:1][C:2]1[CH:7]=[CH:6][C:5]([C@H:8]2[C@@H:18]([C:19]3[CH:24]=[CH:23][C:22]([Cl:25])=[CH:21][CH:20]=3)[N:11]3[C:12](=[O:17])[C:13]([CH:37]=[C:38]([CH3:43])[CH3:39])=[CH:14][CH:15]=[C:10]3[N:9]2[S:26]([C:29]2[CH:30]=[C:31]([CH:34]=[CH:35][CH:36]=2)[C:32]#[N:33])(=[O:28])=[O:27])=[CH:4][CH:3]=1, predict the reactants needed to synthesize it. The reactants are: [Cl:1][C:2]1[CH:7]=[CH:6][C:5]([C@H:8]2[C@@H:18]([C:19]3[CH:24]=[CH:23][C:22]([Cl:25])=[CH:21][CH:20]=3)[N:11]3[C:12](=[O:17])[C:13](I)=[CH:14][CH:15]=[C:10]3[N:9]2[S:26]([C:29]2[CH:30]=[C:31]([CH:34]=[CH:35][CH:36]=2)[C:32]#[N:33])(=[O:28])=[O:27])=[CH:4][CH:3]=1.[CH3:37][C:38]([CH3:43])=[CH:39]B(O)O.